Predict which catalyst facilitates the given reaction. From a dataset of Catalyst prediction with 721,799 reactions and 888 catalyst types from USPTO. (1) Reactant: [CH3:1][C:2]1[CH:3]=[CH:4][C:5]2[O:10][CH:9]([C:11]3[CH:16]=[CH:15][CH:14]=[CH:13][CH:12]=3)[C:8](=[O:17])[N:7]([CH2:18][CH2:19][CH:20]=[O:21])[C:6]=2[CH:22]=1.CC(=CC)C.P([O-])(O)(O)=[O:29].[Na+].Cl([O-])=O.[Na+]. Product: [CH3:1][C:2]1[CH:3]=[CH:4][C:5]2[O:10][CH:9]([C:11]3[CH:16]=[CH:15][CH:14]=[CH:13][CH:12]=3)[C:8](=[O:17])[N:7]([CH2:18][CH2:19][C:20]([OH:29])=[O:21])[C:6]=2[CH:22]=1. The catalyst class is: 371. (2) The catalyst class is: 67. Reactant: C(OC(=O)[NH:7][C:8]1[CH:13]=[CH:12][CH:11]=[C:10]([C:14](=[O:23])[NH:15][CH:16]2[CH2:22][CH2:21][CH2:20][CH2:19][CH2:18][CH2:17]2)[CH:9]=1)(C)(C)C. Product: [NH2:7][C:8]1[CH:9]=[C:10]([CH:11]=[CH:12][CH:13]=1)[C:14]([NH:15][CH:16]1[CH2:22][CH2:21][CH2:20][CH2:19][CH2:18][CH2:17]1)=[O:23]. (3) Reactant: [F:1][C:2]1[CH:26]=[CH:25][C:5]([CH2:6][O:7][CH2:8][C:9]([NH:11][CH2:12][CH2:13][CH2:14][O:15][C:16]2[CH:21]=[CH:20][C:19]([N+:22]([O-])=O)=[CH:18][CH:17]=2)=[O:10])=[CH:4][CH:3]=1.NC1C=CC(CCCNC(=O)COCC2C=CC(F)=CC=2)=CC=1. The catalyst class is: 19. Product: [NH2:22][C:19]1[CH:18]=[CH:17][C:16]([O:15][CH2:14][CH2:13][CH2:12][NH:11][C:9](=[O:10])[CH2:8][O:7][CH2:6][C:5]2[CH:25]=[CH:26][C:2]([F:1])=[CH:3][CH:4]=2)=[CH:21][CH:20]=1. (4) Reactant: [C:1]([O:5][C:6]([N:8]1[CH2:13][CH2:12][C:11]2[NH:14][N:15]=[C:16]([C:17]3[CH:22]=[CH:21][C:20]([Cl:23])=[C:19]([CH3:24])[CH:18]=3)[C:10]=2[CH2:9]1)=[O:7])([CH3:4])([CH3:3])[CH3:2].[CH2:25]([CH:27]1[O:29][CH2:28]1)Cl.C(=O)([O-])[O-].[Cs+].[Cs+]. Product: [C:1]([O:5][C:6]([N:8]1[CH2:13][CH2:12][C:11]2[N:14]([CH2:25][CH:27]3[CH2:28][O:29]3)[N:15]=[C:16]([C:17]3[CH:22]=[CH:21][C:20]([Cl:23])=[C:19]([CH3:24])[CH:18]=3)[C:10]=2[CH2:9]1)=[O:7])([CH3:4])([CH3:3])[CH3:2]. The catalyst class is: 31. (5) Reactant: [O:1]1[C:5]2[CH:6]=[CH:7][C:8]([C:10]3[C:11](=[O:50])[O:12][C:13]([OH:49])([C:41]4[CH:46]=[CH:45][C:44]([O:47][CH3:48])=[CH:43][CH:42]=4)[C:14]=3[CH2:15][C:16]3[CH:21]=[C:20]([O:22][CH3:23])[C:19]([O:24][CH3:25])=[C:18]([O:26][CH2:27][CH2:28][O:29][CH2:30][CH2:31][O:32][CH2:33][CH2:34][O:35][CH2:36][CH2:37][N:38]=[N+]=[N-])[CH:17]=3)=[CH:9][C:4]=2[O:3][CH2:2]1.C1C=CC(P(C2C=CC=CC=2)C2C=CC=CC=2)=CC=1.O. Product: [O:1]1[C:5]2[CH:6]=[CH:7][C:8]([C:10]3[C:11](=[O:50])[O:12][C:13]([OH:49])([C:41]4[CH:46]=[CH:45][C:44]([O:47][CH3:48])=[CH:43][CH:42]=4)[C:14]=3[CH2:15][C:16]3[CH:21]=[C:20]([O:22][CH3:23])[C:19]([O:24][CH3:25])=[C:18]([O:26][CH2:27][CH2:28][O:29][CH2:30][CH2:31][O:32][CH2:33][CH2:34][O:35][CH2:36][CH2:37][NH2:38])[CH:17]=3)=[CH:9][C:4]=2[O:3][CH2:2]1. The catalyst class is: 1. (6) Reactant: [C:1]([O:5][C:6]([NH:8][C:9]1[CH:14]=[CH:13][C:12]([N+:15]([O-])=O)=[CH:11][C:10]=1[C:18]#[C:19][C:20]1[CH:21]=[C:22]([NH:26][C:27](=[O:33])[O:28][C:29]([CH3:32])([CH3:31])[CH3:30])[CH:23]=[CH:24][CH:25]=1)=[O:7])([CH3:4])([CH3:3])[CH3:2].CO.C(O)(=O)C. Product: [NH2:15][C:12]1[CH:13]=[CH:14][C:9]([NH:8][C:6]([O:5][C:1]([CH3:4])([CH3:3])[CH3:2])=[O:7])=[C:10]([C:18]#[C:19][C:20]2[CH:21]=[C:22]([NH:26][C:27](=[O:33])[O:28][C:29]([CH3:32])([CH3:31])[CH3:30])[CH:23]=[CH:24][CH:25]=2)[CH:11]=1. The catalyst class is: 150.